From a dataset of NCI-60 drug combinations with 297,098 pairs across 59 cell lines. Regression. Given two drug SMILES strings and cell line genomic features, predict the synergy score measuring deviation from expected non-interaction effect. (1) Drug 1: C1=CC(=CC=C1CCCC(=O)O)N(CCCl)CCCl. Drug 2: CN(CCCl)CCCl.Cl. Cell line: HL-60(TB). Synergy scores: CSS=71.1, Synergy_ZIP=-0.419, Synergy_Bliss=-2.48, Synergy_Loewe=-4.74, Synergy_HSA=-3.36. (2) Drug 2: CC1CCCC2(C(O2)CC(NC(=O)CC(C(C(=O)C(C1O)C)(C)C)O)C(=CC3=CSC(=N3)C)C)C. Cell line: SF-268. Drug 1: C1=CN(C(=O)N=C1N)C2C(C(C(O2)CO)O)O.Cl. Synergy scores: CSS=24.1, Synergy_ZIP=-6.07, Synergy_Bliss=-9.24, Synergy_Loewe=-8.39, Synergy_HSA=-6.71.